This data is from Forward reaction prediction with 1.9M reactions from USPTO patents (1976-2016). The task is: Predict the product of the given reaction. Given the reactants [O:1]=[C:2]1[CH2:7][CH2:6][CH2:5][N:4]2[N:8]=[C:9]([C:11]([OH:13])=[O:12])[CH:10]=[C:3]12.S(=O)(=O)(O)O.[CH3:19][CH2:20]O, predict the reaction product. The product is: [CH2:19]([O:12][C:11]([C:9]1[CH:10]=[C:3]2[C:2](=[O:1])[CH2:7][CH2:6][CH2:5][N:4]2[N:8]=1)=[O:13])[CH3:20].